This data is from TCR-epitope binding with 47,182 pairs between 192 epitopes and 23,139 TCRs. The task is: Binary Classification. Given a T-cell receptor sequence (or CDR3 region) and an epitope sequence, predict whether binding occurs between them. (1) The epitope is LSDDAVVCFNSTY. The TCR CDR3 sequence is CASSQVLNQPQHF. Result: 0 (the TCR does not bind to the epitope). (2) The epitope is VSFIEFVGW. The TCR CDR3 sequence is CASSPRDRERGEQYF. Result: 0 (the TCR does not bind to the epitope). (3) The epitope is LPPAYTNSF. The TCR CDR3 sequence is CATSAIPGQGPPDTQYF. Result: 0 (the TCR does not bind to the epitope).